This data is from M1 muscarinic receptor antagonist screen with 61,756 compounds. The task is: Binary Classification. Given a drug SMILES string, predict its activity (active/inactive) in a high-throughput screening assay against a specified biological target. (1) The molecule is O=C1N(C(C(c2c1cccc2)C(O)=O)c1c(OC)ccc(OC)c1)C. The result is 0 (inactive). (2) The compound is S(=O)(=O)(N1CC(CCC1)C(=O)NCC1N(CCC1)CC)c1c2nsnc2ccc1. The result is 0 (inactive). (3) The drug is Brc1oc(C(=O)NCC2(CCOCC2)c2ccc(OC)cc2)cc1. The result is 0 (inactive). (4) The result is 0 (inactive). The drug is s1c(CNC(=O)Cn2nc(nn2)c2ccc(OCC)cc2)ccc1. (5) The drug is O=C(Nc1c(cccc1)C#N)c1n(nc(c1)C)c1ccccc1. The result is 0 (inactive). (6) The compound is N1(C(c2n(nnn2)C(CC)(C)C)c2cccnc2)CCCc2c1cccc2. The result is 0 (inactive).